From a dataset of Experimental lipophilicity measurements (octanol/water distribution) for 4,200 compounds from AstraZeneca. Regression/Classification. Given a drug SMILES string, predict its absorption, distribution, metabolism, or excretion properties. Task type varies by dataset: regression for continuous measurements (e.g., permeability, clearance, half-life) or binary classification for categorical outcomes (e.g., BBB penetration, CYP inhibition). For this dataset (lipophilicity_astrazeneca), we predict Y. (1) The Y is 1.75 logD. The drug is CCCNCc1cnc(-c2ccc(C(=O)Nc3ccccc3N)cc2)s1. (2) The compound is Cc1cn([C@H]2CCCN(S(=O)(=O)c3ccc(O)c(Oc4cc(F)cc(Cl)c4)c3)C2)c(=O)[nH]c1=O. The Y is 2.35 logD. (3) The drug is COc1ccc(-c2ccnc(N)n2)cc1. The Y is 2.08 logD. (4) The drug is CCNC(=O)c1cc2c(-n3ccc(C(F)(F)F)n3)c(-c3cncc(C#N)c3)cnc2[nH]1. The Y is 2.62 logD. (5) The molecule is CC12CC3CC(C)(C1)CC(N)(C3)C2. The Y is 0.0600 logD. (6) The drug is CCn1c(=O)ccc2cnc(Nc3ccc(OC)c(OC)c3)nc21. The Y is 2.70 logD. (7) The compound is O=C(O)C[C@H](O)C[C@H](O)/C=C/c1c(C2CC2)nc2ccccc2c1-c1ccc(F)cc1. The Y is 0.910 logD.